Dataset: Full USPTO retrosynthesis dataset with 1.9M reactions from patents (1976-2016). Task: Predict the reactants needed to synthesize the given product. (1) Given the product [C:25]1([C:34]2[CH:39]=[CH:38][CH:37]=[CH:36][CH:35]=2)[CH:30]=[CH:29][C:28]([C:31]([N:23]([CH2:22][C:18]2[CH:17]=[C:16]([C:13]3[CH:14]=[CH:15][C:10]([CH2:9][C@H:4]([O:3][CH2:1][CH3:2])[C:5]([OH:7])=[O:6])=[CH:11][CH:12]=3)[CH:21]=[CH:20][CH:19]=2)[CH3:24])=[O:32])=[CH:27][CH:26]=1, predict the reactants needed to synthesize it. The reactants are: [CH2:1]([O:3][C@@H:4]([CH2:9][C:10]1[CH:15]=[CH:14][C:13]([C:16]2[CH:21]=[CH:20][CH:19]=[C:18]([CH2:22][NH:23][CH3:24])[CH:17]=2)=[CH:12][CH:11]=1)[C:5]([O:7]C)=[O:6])[CH3:2].[C:25]1([C:34]2[CH:39]=[CH:38][CH:37]=[CH:36][CH:35]=2)[CH:30]=[CH:29][C:28]([C:31](Cl)=[O:32])=[CH:27][CH:26]=1. (2) Given the product [Br:10][C:11]1[C:12]([N:27]2[CH2:32][CH2:31][C:30]([O:34][CH3:35])([CH3:33])[CH2:29][CH2:28]2)=[C:13]([C@H:19]([OH:26])[C:20]([O:22][CH:23]([CH3:25])[CH3:24])=[O:21])[C:14]([CH3:18])=[N:15][C:16]=1[CH3:17], predict the reactants needed to synthesize it. The reactants are: O1C2C=CC=CC=2OB1.[Br:10][C:11]1[C:12]([N:27]2[CH2:32][CH2:31][C:30]([O:34][CH3:35])([CH3:33])[CH2:29][CH2:28]2)=[C:13]([C:19](=[O:26])[C:20]([O:22][CH:23]([CH3:25])[CH3:24])=[O:21])[C:14]([CH3:18])=[N:15][C:16]=1[CH3:17].CB1N2CCC[C@@H]2C(C2C=CC=CC=2)(C2C=CC=CC=2)O1. (3) Given the product [CH3:23][C:24]1[N:25]=[C:26]2[N:31]=[C:30]([C:32]3[CH:33]=[CH:34][C:35]([CH2:36][N:1]4[CH2:4][CH:3]([C:5]5[N:6]=[C:7]([C:10]6[CH:15]=[CH:14][CH:13]=[CH:12][N:11]=6)[NH:8][N:9]=5)[CH2:2]4)=[CH:38][CH:39]=3)[C:29]([C:40]3[CH:41]=[CH:42][CH:43]=[CH:44][CH:45]=3)=[CH:28][N:27]2[CH:46]=1, predict the reactants needed to synthesize it. The reactants are: [NH:1]1[CH2:4][CH:3]([C:5]2[NH:9][N:8]=[C:7]([C:10]3[CH:15]=[CH:14][CH:13]=[CH:12][N:11]=3)[N:6]=2)[CH2:2]1.C(N(CC)CC)C.[CH3:23][C:24]1[N:25]=[C:26]2[N:31]=[C:30]([C:32]3[CH:39]=[CH:38][C:35]([CH:36]=O)=[CH:34][CH:33]=3)[C:29]([C:40]3[CH:45]=[CH:44][CH:43]=[CH:42][CH:41]=3)=[CH:28][N:27]2[CH:46]=1.[BH-](OC(C)=O)(OC(C)=O)OC(C)=O.[Na+].C([O-])(O)=O.[Na+]. (4) Given the product [CH3:1][C:2]1[CH-:3][C:4]2[C:9]([CH:10]=1)=[C:8]([C:11]1[CH:16]=[CH:15][CH:14]=[CH:13][CH:12]=1)[CH:7]=[CH:6][CH:5]=2.[Li+:17], predict the reactants needed to synthesize it. The reactants are: [CH3:1][C:2]1[CH2:3][C:4]2[C:9]([CH:10]=1)=[C:8]([C:11]1[CH:16]=[CH:15][CH:14]=[CH:13][CH:12]=1)[CH:7]=[CH:6][CH:5]=2.[Li:17]CCCC. (5) Given the product [C@@H:1]([O:5][C:7]1[CH:8]=[C:9]([CH:14]=[C:15]([N:17]2[CH2:21][CH2:20][CH2:19][C:18]2=[O:22])[CH:16]=1)[C:10]([O:12][CH3:13])=[O:11])([CH2:3][CH3:4])[CH3:2], predict the reactants needed to synthesize it. The reactants are: [C@@H:1]([OH:5])([CH2:3][CH3:4])[CH3:2].O[C:7]1[CH:8]=[C:9]([CH:14]=[C:15]([N:17]2[CH2:21][CH2:20][CH2:19][C:18]2=[O:22])[CH:16]=1)[C:10]([O:12][CH3:13])=[O:11]. (6) Given the product [C:34]([C:19]1[C:18]([S:36][C:37]([F:38])([F:40])[F:39])=[C:17]([CH3:16])[N:21]([C:22]2[C:27]([Cl:28])=[CH:26][C:25]([C:29]([F:31])([F:32])[F:30])=[CH:24][C:23]=2[Cl:33])[N:20]=1)#[N:35], predict the reactants needed to synthesize it. The reactants are: CCC(C)[BH-](C(C)CC)C(C)CC.[Li+].Br[CH2:16][C:17]1[N:21]([C:22]2[C:27]([Cl:28])=[CH:26][C:25]([C:29]([F:32])([F:31])[F:30])=[CH:24][C:23]=2[Cl:33])[N:20]=[C:19]([C:34]#[N:35])[C:18]=1[S:36][C:37]([F:40])([F:39])[F:38].OO.O. (7) The reactants are: [C:1]([O:6][CH2:7][CH3:8])(=[O:5])[CH2:2][CH2:3][CH3:4].C([N-]C(C)C)(C)C.[Li+].[CH:17](OCC)=[O:18]. Given the product [CH:17]([CH:2]([CH2:3][CH3:4])[C:1]([O:6][CH2:7][CH3:8])=[O:5])=[O:18], predict the reactants needed to synthesize it. (8) The reactants are: [CH3:1][O:2][CH2:3][CH2:4][CH2:5][CH2:6][CH2:7][CH2:8][O:9][C:10]1[CH:15]=[CH:14][C:13]([C:16]2[S:20][C:19]3=[N:21][C:22]([C@H:24]4[CH2:29][CH2:28][C@H:27]([C:30](O)=[O:31])[CH2:26][CH2:25]4)=[CH:23][N:18]3[N:17]=2)=[CH:12][CH:11]=1.F[P-](F)(F)(F)(F)F.[N:40]1([O:49][C:50](N(C)C)=[N+](C)C)[C:44]2C=CC=CC=2N=N1.C(N(C(C)C)CC)(C)C.CNOC. Given the product [CH3:50][O:49][N:40]([CH3:44])[C:30]([C@H:27]1[CH2:28][CH2:29][C@H:24]([C:22]2[N:21]=[C:19]3[N:18]([CH:23]=2)[N:17]=[C:16]([C:13]2[CH:12]=[CH:11][C:10]([O:9][CH2:8][CH2:7][CH2:6][CH2:5][CH2:4][CH2:3][O:2][CH3:1])=[CH:15][CH:14]=2)[S:20]3)[CH2:25][CH2:26]1)=[O:31], predict the reactants needed to synthesize it. (9) Given the product [CH2:15]([O:17][CH:18]([O:21][CH2:22][CH3:23])[CH2:19][NH:20][C:2]1[C:11]2[C:6](=[CH:7][CH:8]=[CH:9][CH:10]=2)[N:5]=[CH:4][C:3]=1[N+:12]([O-:14])=[O:13])[CH3:16], predict the reactants needed to synthesize it. The reactants are: Cl[C:2]1[C:11]2[C:6](=[CH:7][CH:8]=[CH:9][CH:10]=2)[N:5]=[CH:4][C:3]=1[N+:12]([O-:14])=[O:13].[CH2:15]([O:17][CH:18]([O:21][CH2:22][CH3:23])[CH2:19][NH2:20])[CH3:16].C(N(CC)CC)C. (10) Given the product [CH3:1][O:2][C:3]1[CH:4]=[CH:5][CH:6]=[C:7]2[C:12]=1[NH:11][C:10](=[O:13])[CH:9]([C:14]([OH:16])=[O:15])[CH2:8]2, predict the reactants needed to synthesize it. The reactants are: [CH3:1][O:2][C:3]1[CH:4]=[CH:5][CH:6]=[C:7]2[C:12]=1[NH:11][C:10](=[O:13])[CH:9]([C:14]([O:16]CC)=[O:15])[CH2:8]2.[OH-].[Na+].Cl.